From a dataset of Catalyst prediction with 721,799 reactions and 888 catalyst types from USPTO. Predict which catalyst facilitates the given reaction. (1) Reactant: [CH:1]([N:4]1[C:8]([C:9]2[N:18]=[C:17]3[N:11]([CH2:12][CH2:13][O:14][C:15]4[CH:22]=[CH:21][C:20]([S:23]([N:26]5[CH2:31][CH2:30][NH:29][CH2:28][CH2:27]5)(=[O:25])=[O:24])=[CH:19][C:16]=43)[CH:10]=2)=[N:7][CH:6]=[N:5]1)([CH3:3])[CH3:2].[CH3:32][C:33](=O)[CH2:34][CH2:35][CH3:36].CC(O)=O.C(O[BH-](OC(=O)C)OC(=O)C)(=O)C.[Na+]. Product: [CH:1]([N:4]1[C:8]([C:9]2[N:18]=[C:17]3[C:16]4[CH:19]=[C:20]([S:23]([N:26]5[CH2:27][CH2:28][N:29]([CH:34]([CH2:35][CH3:36])[CH2:33][CH3:32])[CH2:30][CH2:31]5)(=[O:24])=[O:25])[CH:21]=[CH:22][C:15]=4[O:14][CH2:13][CH2:12][N:11]3[CH:10]=2)=[N:7][CH:6]=[N:5]1)([CH3:3])[CH3:2]. The catalyst class is: 26. (2) Reactant: [Cl:1][C:2]1[N:3]=[C:4](Cl)[C:5]2[CH:11]=[C:10]([O:12][C:13]3[CH:18]=[CH:17][C:16]([F:19])=[CH:15][C:14]=3[F:20])[N:9]=[CH:8][C:6]=2[N:7]=1.[NH3:22]. Product: [Cl:1][C:2]1[N:3]=[C:4]([NH2:22])[C:5]2[CH:11]=[C:10]([O:12][C:13]3[CH:18]=[CH:17][C:16]([F:19])=[CH:15][C:14]=3[F:20])[N:9]=[CH:8][C:6]=2[N:7]=1. The catalyst class is: 5. (3) Reactant: [N+:1]([C:4]1[CH:5]=[C:6]([CH:8]=[CH:9][C:10]=1F)[NH2:7])([O-:3])=[O:2].[CH3:12][O-:13].[Na+].Cl.O. Product: [CH3:12][O:13][C:10]1[CH:9]=[CH:8][C:6]([NH2:7])=[CH:5][C:4]=1[N+:1]([O-:3])=[O:2]. The catalyst class is: 5. (4) Reactant: [Br:1][C:2]1[CH:3]=[N:4][C:5](Cl)=[C:6]([CH:11]=1)[C:7]([O:9][CH3:10])=[O:8].[F-:13].[Cs+]. Product: [Br:1][C:2]1[CH:3]=[N:4][C:5]([F:13])=[C:6]([CH:11]=1)[C:7]([O:9][CH3:10])=[O:8]. The catalyst class is: 58. (5) Reactant: C([O:3][C:4]([CH:6]1[CH2:8][CH:7]1[C:9]1[CH:14]=[CH:13][C:12]([C:15]2[CH:20]=[CH:19][CH:18]=[C:17]([C:21]3[CH:22]=[C:23]([C:31]([S:34]([CH3:37])(=[O:36])=[O:35])([CH3:33])[CH3:32])[CH:24]=[C:25]4[C:30]=3[N:29]=[CH:28][CH:27]=[CH:26]4)[CH:16]=2)=[CH:11][CH:10]=1)=[O:5])C.[Li+].[OH-]. Product: [CH3:37][S:34]([C:31]([C:23]1[CH:24]=[C:25]2[C:30](=[C:21]([C:17]3[CH:16]=[C:15]([C:12]4[CH:11]=[CH:10][C:9]([CH:7]5[CH2:8][CH:6]5[C:4]([OH:5])=[O:3])=[CH:14][CH:13]=4)[CH:20]=[CH:19][CH:18]=3)[CH:22]=1)[N:29]=[CH:28][CH:27]=[CH:26]2)([CH3:33])[CH3:32])(=[O:36])=[O:35]. The catalyst class is: 1. (6) Reactant: COC1C=CC(C[N:8](CC2C=CC(OC)=CC=2)[C:9]2[N:14]=[C:13]([CH3:15])[N:12]=[C:11]([C:16]3[CH:17]=[C:18]([C:31]4[CH:32]=[N:33][C:34]([O:37][CH3:38])=[CH:35][CH:36]=4)[CH:19]=[N:20][C:21]=3[NH:22][C:23]3[CH:24]=[N:25][C:26]([O:29][CH3:30])=[CH:27][CH:28]=3)[N:10]=2)=CC=1. Product: [NH2:8][C:9]1[N:14]=[C:13]([CH3:15])[N:12]=[C:11]([C:16]2[CH:17]=[C:18]([C:31]3[CH:32]=[N:33][C:34]([O:37][CH3:38])=[CH:35][CH:36]=3)[CH:19]=[N:20][C:21]=2[NH:22][C:23]2[CH:24]=[N:25][C:26]([O:29][CH3:30])=[CH:27][CH:28]=2)[N:10]=1. The catalyst class is: 67. (7) Reactant: ClC1C(C(O)=O)=CN=C2N(C)N=CC=12.C([NH:22][C:23]([C:25]1[C:26]([Cl:35])=[C:27]2[CH:33]=[N:32][N:31]([CH3:34])[C:28]2=[N:29][CH:30]=1)=[O:24])C1C=CC=CC=1.N.C(N(C(C)C)CC)(C)C. Product: [Cl:35][C:26]1[C:25]([C:23]([NH2:22])=[O:24])=[CH:30][N:29]=[C:28]2[N:31]([CH3:34])[N:32]=[CH:33][C:27]=12. The catalyst class is: 12. (8) The catalyst class is: 64. Reactant: [OH:1][C@H:2]([CH2:30][CH2:31][CH2:32][CH2:33][CH2:34][CH2:35][CH2:36][CH2:37][CH2:38][CH2:39][CH3:40])[CH2:3][CH2:4][O:5][C@@H:6]1[C@@H:15]([O:16][CH2:17][CH2:18][CH2:19][CH2:20][CH2:21][CH2:22][CH2:23][CH2:24][CH2:25][CH3:26])[C@H:14]([OH:27])[C@@H:13]([CH2:28][OH:29])[O:12][C@@H:7]1[O:8]/[CH:9]=[CH:10]/[CH3:11].[Si:41](Cl)([C:44]([CH3:47])([CH3:46])[CH3:45])([CH3:43])[CH3:42]. Product: [Si:41]([O:29][CH2:28][C@H:13]1[O:12][C@H:7]([O:8]/[CH:9]=[CH:10]/[CH3:11])[C@H:6]([O:5][CH2:4][CH2:3][C@H:2]([OH:1])[CH2:30][CH2:31][CH2:32][CH2:33][CH2:34][CH2:35][CH2:36][CH2:37][CH2:38][CH2:39][CH3:40])[C@@H:15]([O:16][CH2:17][CH2:18][CH2:19][CH2:20][CH2:21][CH2:22][CH2:23][CH2:24][CH2:25][CH3:26])[C@@H:14]1[OH:27])([C:44]([CH3:47])([CH3:46])[CH3:45])([CH3:43])[CH3:42]. (9) Reactant: [F:1][C:2]1[CH:7]=[CH:6][C:5]([C:8]2[C:13]([C:14]([O:16][CH3:17])=[O:15])=[C:12]([CH:18]([CH3:20])[CH3:19])[N:11]=[C:10]([NH:21][CH3:22])[N:9]=2)=[CH:4][CH:3]=1.[H-].[Na+].[CH2:25]([S:27](Cl)(=[O:29])=[O:28])C. Product: [F:1][C:2]1[CH:3]=[CH:4][C:5]([C:8]2[C:13]([C:14]([O:16][CH3:17])=[O:15])=[C:12]([CH:18]([CH3:20])[CH3:19])[N:11]=[C:10]([N:21]([S:27]([CH3:25])(=[O:29])=[O:28])[CH3:22])[N:9]=2)=[CH:6][CH:7]=1. The catalyst class is: 3. (10) The catalyst class is: 3. Product: [Br:3][C:4]1[CH:5]=[C:6]([CH:25]=[CH:26][CH:27]=1)[O:7][C:8]1[C:13]([O:14][CH2:15][CH2:16][CH2:17][C:18]2[CH:23]=[CH:22][N:21]=[CH:20][C:19]=2[O:24][CH3:30])=[CH:12][CH:11]=[CH:10][N:9]=1. Reactant: [H-].[Na+].[Br:3][C:4]1[CH:5]=[C:6]([CH:25]=[CH:26][CH:27]=1)[O:7][C:8]1[C:13]([O:14][CH2:15][CH2:16][CH2:17][C:18]2[CH:23]=[CH:22][N:21]=[CH:20][C:19]=2[OH:24])=[CH:12][CH:11]=[CH:10][N:9]=1.CI.[C:30](OCC)(=O)C.